Dataset: Reaction yield outcomes from USPTO patents with 853,638 reactions. Task: Predict the reaction yield, written as a fraction of the theoretical maximum amount of product (1.0 means a 100% yield; for example, 0.34 means a 34% yield). (1) The reactants are S(=O)(=O)(O)O.[K].Cl[CH:8]([CH:14]=O)[C:9]([O:11][CH2:12][CH3:13])=[O:10].[NH2:16][C:17]1[N:22]=[CH:21][C:20]([C:23]([OH:25])=[O:24])=[CH:19][CH:18]=1. The catalyst is C(O)C. The product is [CH2:12]([O:11][C:9]([C:8]1[N:22]2[CH:21]=[C:20]([C:23]([OH:25])=[O:24])[CH:19]=[CH:18][C:17]2=[N:16][CH:14]=1)=[O:10])[CH3:13]. The yield is 1.00. (2) The catalyst is ClCCl. The yield is 0.932. The product is [C:13]1([CH3:17])[CH:12]=[CH:11][CH:10]=[C:9]([CH:8]=[CH:7][CH2:2][CH3:3])[CH:14]=1. The reactants are C1(C)C=CC=[CH:3][C:2]=1[CH:7]=[CH:8][C:9]1[CH:14]=[CH:13][CH:12]=[CH:11][CH:10]=1.[Cl-].[CH2:17]([Al+]CC)C.C=C. (3) The reactants are [CH2:1]([C:3]1[NH:7][C:6]([C:8]([NH:10][C@H:11]2[CH2:16][CH2:15][N:14]([C:17]3[CH:18]=[C:19]([CH:27]=[CH:28][CH:29]=3)[C:20]([O:22]C(C)(C)C)=[O:21])[CH2:13][C@H:12]2[O:30][CH3:31])=[O:9])=[N:5][C:4]=1[C:32]([F:35])([F:34])[F:33])[CH3:2].FC(F)(F)C(O)=O. The catalyst is ClCCl. The product is [CH2:1]([C:3]1[NH:7][C:6]([C:8]([NH:10][C@H:11]2[CH2:16][CH2:15][N:14]([C:17]3[CH:18]=[C:19]([CH:27]=[CH:28][CH:29]=3)[C:20]([OH:22])=[O:21])[CH2:13][C@H:12]2[O:30][CH3:31])=[O:9])=[N:5][C:4]=1[C:32]([F:34])([F:35])[F:33])[CH3:2]. The yield is 0.870. (4) The reactants are [C:1]([O:5][C:6](=[O:36])[NH:7][C:8]1([C:12]2[CH:17]=[CH:16][C:15]([C:18]3[C:27](=[O:28])[C:26]4[C:21](=[CH:22][CH:23]=[C:24](F)[CH:25]=4)[O:20][C:19]=3[C:30]3[CH:35]=[CH:34][CH:33]=[CH:32][CH:31]=3)=[CH:14][CH:13]=2)[CH2:11][CH2:10][CH2:9]1)([CH3:4])([CH3:3])[CH3:2].[Br:37]C1C=CC=C2C=1OC(C1C=CC=CC=1)=C(I)C2=O. No catalyst specified. The product is [C:1]([O:5][C:6](=[O:36])[NH:7][C:8]1([C:12]2[CH:17]=[CH:16][C:15]([C:18]3[C:27](=[O:28])[C:26]4[C:21](=[C:22]([Br:37])[CH:23]=[CH:24][CH:25]=4)[O:20][C:19]=3[C:30]3[CH:35]=[CH:34][CH:33]=[CH:32][CH:31]=3)=[CH:14][CH:13]=2)[CH2:11][CH2:10][CH2:9]1)([CH3:4])([CH3:3])[CH3:2]. The yield is 0.670. (5) The reactants are [CH:1]1[N:9]=[C:8](Br)[C:7]2[C:3](=[N:4][S:5][N:6]=2)[C:2]=1[Br:11].[CH2:12]([C:24]1([CH2:61][CH2:62][CH2:63][CH2:64][CH2:65][CH2:66][CH2:67][CH2:68][CH2:69][CH2:70][CH2:71][CH3:72])[C:47]2[CH:46]=[C:45]([Sn](CCCC)(CCCC)CCCC)[S:44][C:43]=2[C:26]2[S:27][C:28]([Sn:30]([CH2:39][CH2:40][CH2:41][CH3:42])([CH2:35][CH2:36][CH2:37][CH3:38])[CH2:31][CH2:32][CH2:33][CH3:34])=[CH:29][C:25]1=2)[CH2:13][CH2:14][CH2:15][CH2:16][CH2:17][CH2:18][CH2:19][CH2:20][CH2:21][CH2:22][CH3:23]. The catalyst is C1C=CC([P]([Pd]([P](C2C=CC=CC=2)(C2C=CC=CC=2)C2C=CC=CC=2)([P](C2C=CC=CC=2)(C2C=CC=CC=2)C2C=CC=CC=2)[P](C2C=CC=CC=2)(C2C=CC=CC=2)C2C=CC=CC=2)(C2C=CC=CC=2)C2C=CC=CC=2)=CC=1.C1(C)C=CC=CC=1. The product is [Br:11][C:2]1[C:3]2[C:7](=[N:6][S:5][N:4]=2)[C:8]([C:45]2[S:44][C:43]3[C:26]4[S:27][C:28]([Sn:30]([CH2:39][CH2:40][CH2:41][CH3:42])([CH2:31][CH2:32][CH2:33][CH3:34])[CH2:35][CH2:36][CH2:37][CH3:38])=[CH:29][C:25]=4[C:24]([CH2:61][CH2:62][CH2:63][CH2:64][CH2:65][CH2:66][CH2:67][CH2:68][CH2:69][CH2:70][CH2:71][CH3:72])([CH2:12][CH2:13][CH2:14][CH2:15][CH2:16][CH2:17][CH2:18][CH2:19][CH2:20][CH2:21][CH2:22][CH3:23])[C:47]=3[CH:46]=2)=[N:9][CH:1]=1. The yield is 0.300. (6) The reactants are CO.[CH2:3]([O:6][CH2:7][C@H:8]([NH:13]C(=O)C(F)(F)F)[CH2:9][CH:10]([CH3:12])[CH3:11])[CH:4]=[CH2:5].C(=O)([O-])[O-].[K+].[K+]. The catalyst is O. The product is [CH2:3]([O:6][CH2:7][C@H:8]([NH2:13])[CH2:9][CH:10]([CH3:11])[CH3:12])[CH:4]=[CH2:5]. The yield is 0.950. (7) The reactants are O[CH2:2][C:3]1[CH:12]=[N:11][C:10]2[N:9]3[CH2:13][CH2:14][CH2:15][C@H:8]3[C:7](=[O:16])[NH:6][C:5]=2[CH:4]=1.Cl.Cl.[CH:19]1([NH:22][C:23](=[O:37])[C:24]2[CH:29]=[CH:28][C:27]([N:30]3[CH2:35][CH2:34][NH:33][CH2:32][CH2:31]3)=[C:26]([CH3:36])[CH:25]=2)[CH2:21][CH2:20]1.[I-].C(C[P+](C)(C)C)#N.C(N(C(C)C)C(C)C)C. The catalyst is C(#N)CC. The product is [CH:19]1([NH:22][C:23](=[O:37])[C:24]2[CH:29]=[CH:28][C:27]([N:30]3[CH2:31][CH2:32][N:33]([CH2:2][C:3]4[CH:12]=[N:11][C:10]5[N:9]6[CH2:13][CH2:14][CH2:15][C@H:8]6[C:7](=[O:16])[NH:6][C:5]=5[CH:4]=4)[CH2:34][CH2:35]3)=[C:26]([CH3:36])[CH:25]=2)[CH2:21][CH2:20]1. The yield is 0.297. (8) The reactants are [F:1][C:2]1[CH:14]=[CH:13][CH:12]=[CH:11][C:3]=1[NH:4][C:5]1[CH:10]=[CH:9][CH:8]=[CH:7][CH:6]=1.C(=O)([O-])[O-].[K+].[K+].C(O)(=O)C(C)(C)C. The catalyst is C(Cl)Cl.C([O-])(=O)C.C([O-])(=O)C.[Pd+2]. The product is [F:1][C:2]1[C:3]2[NH:4][C:5]3[C:10](=[CH:9][CH:8]=[CH:7][CH:6]=3)[C:11]=2[CH:12]=[CH:13][CH:14]=1. The yield is 0.460. (9) The reactants are [F:1][C:2]1[CH:3]=[N:4][C:5]2[C:10]([C:11]=1[CH2:12][CH2:13][N:14]1[CH2:19][CH2:18][NH:17][CH:16]([CH2:20][NH2:21])[CH2:15]1)=[N:9][C:8]([O:22][CH3:23])=[CH:7][CH:6]=2.[O-]S([O-])(=O)=O.[Na+].[Na+].[O:31]=[C:32]1[CH2:37][S:36][C:35]2[CH:38]=[CH:39][C:40]([CH:42]=O)=[N:41][C:34]=2[NH:33]1.[BH4-].[Na+]. The catalyst is C(Cl)Cl.CN(C=O)C. The product is [F:1][C:2]1[CH:3]=[N:4][C:5]2[C:10]([C:11]=1[CH2:12][CH2:13][N:14]1[CH2:19][CH2:18][NH:17][CH:16]([CH2:20][NH:21][CH2:42][C:40]3[CH:39]=[CH:38][C:35]4[S:36][CH2:37][C:32](=[O:31])[NH:33][C:34]=4[N:41]=3)[CH2:15]1)=[N:9][C:8]([O:22][CH3:23])=[CH:7][CH:6]=2. The yield is 0.320.